This data is from Full USPTO retrosynthesis dataset with 1.9M reactions from patents (1976-2016). The task is: Predict the reactants needed to synthesize the given product. (1) Given the product [O:21]=[C:19]1[C:15]2[N:16]=[CH:17][S:18][C:14]=2[CH2:13][N:12]1[CH:10]1[CH2:9][N:8]([C:6]([O:5][C:1]([CH3:2])([CH3:3])[CH3:4])=[O:7])[CH2:11]1, predict the reactants needed to synthesize it. The reactants are: [C:1]([O:5][C:6]([N:8]1[CH2:11][CH:10]([NH:12][CH2:13][C:14]2[S:18][CH:17]=[N:16][C:15]=2[C:19]([O:21]C)=O)[CH2:9]1)=[O:7])([CH3:4])([CH3:3])[CH3:2].O[Li].O.Cl.C1C=CC2N(O)N=NC=2C=1.CCN(CC)CC.CCN=C=NCCCN(C)C. (2) Given the product [CH:37]1([C:33]2[CH:34]=[C:35]([CH3:36])[C:30]([N:27]3[CH2:28][CH2:29][N:24]([C:22]([C:11]4[CH:12]=[CH:13][C:14]([N:16]5[CH2:20][CH2:19][CH2:18][C:17]5=[O:21])=[CH:15][C:10]=4[C:9]([N:8]4[CH2:41][CH2:50][CH2:49][CH2:6]4)=[O:40])=[O:23])[CH2:25][CH2:26]3)=[N:31][CH:32]=2)[CH2:38][CH2:39]1, predict the reactants needed to synthesize it. The reactants are: C(O[C:6]([N:8]([C:41](OC(C)(C)C)=O)[C:9](=[O:40])[C:10]1[CH:15]=[C:14]([N:16]2[CH2:20][CH2:19][CH2:18][C:17]2=[O:21])[CH:13]=[CH:12][C:11]=1[C:22]([N:24]1[CH2:29][CH2:28][N:27]([C:30]2[C:35]([CH3:36])=[CH:34][C:33]([CH:37]3[CH2:39][CH2:38]3)=[CH:32][N:31]=2)[CH2:26][CH2:25]1)=[O:23])=O)(C)(C)C.N1CC[CH2:50][CH2:49]1. (3) Given the product [C:1]1([C:7]2[CH:12]=[CH:11][C:10]([CH2:13][CH2:14]/[CH:15]=[CH:16]/[CH2:17][CH2:18][C:19]([OH:21])=[O:20])=[CH:9][CH:8]=2)[CH:2]=[CH:3][CH:4]=[CH:5][CH:6]=1, predict the reactants needed to synthesize it. The reactants are: [C:1]1([C:7]2[CH:12]=[CH:11][C:10]([CH2:13][CH2:14]/[CH:15]=[CH:16]/[CH2:17][CH2:18][C:19]([O:21]CC)=[O:20])=[CH:9][CH:8]=2)[CH:6]=[CH:5][CH:4]=[CH:3][CH:2]=1. (4) Given the product [F:34][C:27]1[CH:28]=[C:29]([F:33])[C:30]([F:32])=[CH:31][C:26]=1[C@@H:9]1[C@@H:8]([NH2:7])[CH2:13][C@@H:12]([N:14]2[CH2:21][C:20]3[C:16](=[N:17][N:18]([S:22]([CH3:25])(=[O:24])=[O:23])[CH:19]=3)[CH2:15]2)[CH2:11][O:10]1, predict the reactants needed to synthesize it. The reactants are: C(OC(=O)[NH:7][C@H:8]1[CH2:13][C@@H:12]([N:14]2[CH2:21][C:20]3[C:16](=[N:17][N:18]([S:22]([CH3:25])(=[O:24])=[O:23])[CH:19]=3)[CH2:15]2)[CH2:11][O:10][C@@H:9]1[C:26]1[CH:31]=[C:30]([F:32])[C:29]([F:33])=[CH:28][C:27]=1[F:34])(C)(C)C.FC(F)(F)C(O)=O. (5) Given the product [Br:1][C:2]1[CH:23]=[CH:22][C:5]([C:6]2[C:8]3[CH:13]=[C:12]([O:14][CH3:15])[C:11]([O:16][CH3:17])=[CH:10][C:9]=3[CH2:18][C:19]([CH3:20])=[N:26][N:25]=2)=[CH:4][CH:3]=1, predict the reactants needed to synthesize it. The reactants are: [Br:1][C:2]1[CH:23]=[CH:22][C:5]([C:6]([C:8]2[CH:13]=[C:12]([O:14][CH3:15])[C:11]([O:16][CH3:17])=[CH:10][C:9]=2[CH2:18][C:19](=O)[CH3:20])=O)=[CH:4][CH:3]=1.O.[NH2:25][NH2:26].Cl.[OH-].[Na+]. (6) Given the product [CH:11]1([CH:7]([N:6]2[CH:16]=[CH:15][C:14]([O:21][CH3:22])=[C:3]([C:1]#[N:2])[C:4]2=[O:5])[CH:8]([CH3:9])[CH3:10])[CH2:12][CH2:13]1, predict the reactants needed to synthesize it. The reactants are: [C:1]([CH:3]([C:14](=[O:21])[CH2:15][CH:16](OC)OC)[C:4]([NH:6][CH:7]([CH:11]1[CH2:13][CH2:12]1)[CH:8]([CH3:10])[CH3:9])=[O:5])#[N:2].[CH3:22]C1C=C(C)C=C(C)N=1.CI.FC(F)(F)S(O[Si](C)(C)C)(=O)=O.Cl.